Dataset: Reaction yield outcomes from USPTO patents with 853,638 reactions. Task: Predict the reaction yield, written as a fraction of the theoretical maximum amount of product (1.0 means a 100% yield; for example, 0.34 means a 34% yield). The reactants are [NH2:1][C:2]1[CH:10]=[CH:9][C:8]([Br:11])=[CH:7][C:3]=1C(O)=O.[CH3:12][Mg]Br.CC[O:17][CH2:18][CH3:19].Cl.[OH-].[Na+]. The catalyst is C1COCC1.C(OCC)(=O)C. The product is [NH2:1][C:2]1[CH:10]=[CH:9][C:8]([Br:11])=[CH:7][C:3]=1[C:18]([OH:17])([CH3:19])[CH3:12]. The yield is 0.570.